From a dataset of Reaction yield outcomes from USPTO patents with 853,638 reactions. Predict the reaction yield, written as a fraction of the theoretical maximum amount of product (1.0 means a 100% yield; for example, 0.34 means a 34% yield). (1) The reactants are [CH3:1][C:2]1[N:7]=[CH:6][C:5]([CH2:8][CH2:9][N:10]([C:12]2[CH:21]=[CH:20][C:15]([C:16]([O:18]C)=[O:17])=[CH:14][CH:13]=2)N)=[CH:4][CH:3]=1.[CH3:22][N:23]1[CH2:28][CH2:27][C:26](=O)[CH2:25][CH2:24]1. The catalyst is Cl. The product is [CH3:22][N:23]1[CH2:28][CH2:27][C:26]2[N:10]([CH2:9][CH2:8][C:5]3[CH:6]=[N:7][C:2]([CH3:1])=[CH:3][CH:4]=3)[C:12]3[CH:21]=[CH:20][C:15]([C:16]([OH:18])=[O:17])=[CH:14][C:13]=3[C:25]=2[CH2:24]1. The yield is 0.0400. (2) The reactants are [NH2:1][C:2]1[CH:7]=[CH:6][C:5]([C:8]2[S:9][CH:10]=[CH:11][CH:12]=2)=[CH:4][C:3]=1[NH:13][C:14]([O:16][CH2:17][CH:18]1[CH2:21][N:20](C(OC(C)(C)C)=O)[CH2:19]1)=[O:15].C(O)(C(F)(F)F)=O. The catalyst is ClCCl. The product is [NH2:1][C:2]1[CH:7]=[CH:6][C:5]([C:8]2[S:9][CH:10]=[CH:11][CH:12]=2)=[CH:4][C:3]=1[NH:13][C:14](=[O:15])[O:16][CH2:17][CH:18]1[CH2:21][NH:20][CH2:19]1. The yield is 0.550.